Dataset: Forward reaction prediction with 1.9M reactions from USPTO patents (1976-2016). Task: Predict the product of the given reaction. (1) Given the reactants [NH2:1][C:2]1[CH:9]=[CH:8][CH:7]=[C:6]([O:10][CH2:11][CH2:12][CH2:13][CH2:14][CH2:15][O:16][Si](C(C)(C)C)(C)C)[C:3]=1[C:4]#[N:5].[S:24](Cl)(=[O:27])(=[O:26])[NH2:25], predict the reaction product. The product is: [S:24](=[O:27])(=[O:26])([O:16][CH2:15][CH2:14][CH2:13][CH2:12][CH2:11][O:10][C:6]1[CH:7]=[CH:8][CH:9]=[C:2]([NH:1][S:24](=[O:27])(=[O:26])[NH2:25])[C:3]=1[C:4]#[N:5])[NH2:25]. (2) The product is: [CH2:16]([C:4]1[C:5]([NH:10][CH:11]([CH2:14][CH3:15])[CH2:12][CH3:13])=[N:6][C:7]([CH2:8][CH3:9])=[C:2]([C:21]2[CH:22]=[C:23]3[C:27](=[CH:28][C:20]=2[O:19][CH3:18])[CH2:26][CH2:25][CH2:24]3)[N:3]=1)[CH3:17]. Given the reactants Br[C:2]1[N:3]=[C:4]([CH2:16][CH3:17])[C:5]([NH:10][CH:11]([CH2:14][CH3:15])[CH2:12][CH3:13])=[N:6][C:7]=1[CH2:8][CH3:9].[CH3:18][O:19][C:20]1[CH:28]=[C:27]2[C:23]([CH2:24][CH2:25][CH2:26]2)=[CH:22][C:21]=1B(O)O.C([O-])([O-])=O.[Na+].[Na+], predict the reaction product. (3) Given the reactants [C:1]([O:7][CH2:8][N:9]=[N+:10]=[N-:11])(=[O:6])[C:2]([CH3:5])([CH3:4])[CH3:3].[C:12]([C:14]1[CH:19]=[C:18]([O:20][C:21]2[CH:26]=[CH:25][C:24]([NH2:27])=[C:23]([F:28])[CH:22]=2)[CH:17]=[CH:16][N:15]=1)#[CH:13].O=C1O[C@H]([C@H](CO)O)C([O-])=C1O.[Na+], predict the reaction product. The product is: [C:1]([O:7][CH2:8][N:9]1[CH:13]=[C:12]([C:14]2[CH:19]=[C:18]([O:20][C:21]3[CH:26]=[CH:25][C:24]([NH2:27])=[C:23]([F:28])[CH:22]=3)[CH:17]=[CH:16][N:15]=2)[N:11]=[N:10]1)(=[O:6])[C:2]([CH3:5])([CH3:4])[CH3:3]. (4) Given the reactants [Cl:1][C:2]1[CH:7]=[CH:6][C:5]([C:8]2[C:13]([O:14][CH2:15][C:16]([F:19])([F:18])[F:17])=[CH:12][N:11]=[C:10]([C:20]([OH:22])=O)[CH:9]=2)=[CH:4][CH:3]=1.[CH3:23][CH:24]([C:26]1[S:27][CH:28]=[C:29]([CH2:31][NH2:32])[N:30]=1)[CH3:25], predict the reaction product. The product is: [CH:24]([C:26]1[S:27][CH:28]=[C:29]([CH2:31][NH:32][C:20]([C:10]2[CH:9]=[C:8]([C:5]3[CH:4]=[CH:3][C:2]([Cl:1])=[CH:7][CH:6]=3)[C:13]([O:14][CH2:15][C:16]([F:18])([F:19])[F:17])=[CH:12][N:11]=2)=[O:22])[N:30]=1)([CH3:25])[CH3:23]. (5) The product is: [Cl:20][C:17]1[CH:18]=[CH:19][C:14]([S:13][C:12]2[N:11]([CH3:21])[C:10]([C:22]3[CH:27]=[CH:26][CH:25]=[CH:24][N:23]=3)=[N:9][C:8]=2[C:5]2[CH:6]=[CH:7][C:2]([NH2:33])=[CH:3][CH:4]=2)=[CH:15][CH:16]=1. Given the reactants Br[C:2]1[CH:7]=[CH:6][C:5]([C:8]2[N:9]=[C:10]([C:22]3[CH:27]=[CH:26][CH:25]=[CH:24][N:23]=3)[N:11]([CH3:21])[C:12]=2[S:13][C:14]2[CH:19]=[CH:18][C:17]([Cl:20])=[CH:16][CH:15]=2)=[CH:4][CH:3]=1.[Li+].C[Si]([N-:33][Si](C)(C)C)(C)C, predict the reaction product.